This data is from Peptide-MHC class II binding affinity with 134,281 pairs from IEDB. The task is: Regression. Given a peptide amino acid sequence and an MHC pseudo amino acid sequence, predict their binding affinity value. This is MHC class II binding data. (1) The peptide sequence is NSGGGVEGIGLQYLG. The MHC is DRB1_0301 with pseudo-sequence DRB1_0301. The binding affinity (normalized) is 0. (2) The binding affinity (normalized) is 0.336. The MHC is DRB1_0101 with pseudo-sequence DRB1_0101. The peptide sequence is LLTSSFNNGSLFKEK. (3) The peptide sequence is LSILAILKGLYNFAT. The MHC is DRB1_0301 with pseudo-sequence DRB1_0301. The binding affinity (normalized) is 0.485. (4) The peptide sequence is LRTKLMTSRRVLEKE. The MHC is DRB1_0802 with pseudo-sequence DRB1_0802. The binding affinity (normalized) is 0.314. (5) The peptide sequence is EEDIEIIPPIQEEEY. The MHC is HLA-DQA10301-DQB10302 with pseudo-sequence HLA-DQA10301-DQB10302. The binding affinity (normalized) is 0.719. (6) The peptide sequence is MKDFDEPGHLAPTGM. The MHC is DRB1_0802 with pseudo-sequence DRB1_0802. The binding affinity (normalized) is 0.212. (7) The peptide sequence is EFVTLAAKFIIEEDS. The MHC is HLA-DPA10301-DPB10402 with pseudo-sequence HLA-DPA10301-DPB10402. The binding affinity (normalized) is 0.439. (8) The peptide sequence is LVKYVNGDGDVVAVDIKEKG. The MHC is HLA-DQA10101-DQB10501 with pseudo-sequence HLA-DQA10101-DQB10501. The binding affinity (normalized) is 0.351. (9) The peptide sequence is GRKNGSFIIDGKSRK. The MHC is DRB3_0202 with pseudo-sequence DRB3_0202. The binding affinity (normalized) is 0.770.